This data is from Reaction yield outcomes from USPTO patents with 853,638 reactions. The task is: Predict the reaction yield, written as a fraction of the theoretical maximum amount of product (1.0 means a 100% yield; for example, 0.34 means a 34% yield). (1) The reactants are [C:1]([O:5][C:6]([NH:8][CH2:9][CH2:10][CH2:11][NH:12][C:13]1[CH:14]=[C:15]([CH:20]=[CH:21][C:22]=1[N+:23]([O-])=O)[C:16]([O:18][CH3:19])=[O:17])=[O:7])([CH3:4])([CH3:3])[CH3:2]. The catalyst is C(OCC)(=O)C.[Pd]. The product is [NH2:23][C:22]1[CH:21]=[CH:20][C:15]([C:16]([O:18][CH3:19])=[O:17])=[CH:14][C:13]=1[NH:12][CH2:11][CH2:10][CH2:9][NH:8][C:6]([O:5][C:1]([CH3:4])([CH3:3])[CH3:2])=[O:7]. The yield is 0.800. (2) The reactants are Cl[C:2]1[N:12]=[CH:11][CH:10]=[CH:9][C:3]=1[C:4]([O:6][CH2:7][CH3:8])=[O:5].[CH3:13][N:14]([CH2:16][C:17]1[CH:24]=[CH:23][C:20]([CH:21]=[CH2:22])=[CH:19][CH:18]=1)[CH3:15].C(N(CC)CC)C.C1(C)C=CC=CC=1P(C1C=CC=CC=1C)C1C=CC=CC=1C. The yield is 0.270. The product is [CH3:15][N:14]([CH2:16][C:17]1[CH:18]=[CH:19][C:20](/[CH:21]=[CH:22]/[C:2]2[N:12]=[CH:11][CH:10]=[CH:9][C:3]=2[C:4]([O:6][CH2:7][CH3:8])=[O:5])=[CH:23][CH:24]=1)[CH3:13]. The catalyst is CN(C)C=O.C([O-])(=O)C.[Pd+2].C([O-])(=O)C.O.